From a dataset of Forward reaction prediction with 1.9M reactions from USPTO patents (1976-2016). Predict the product of the given reaction. (1) Given the reactants [C:1]([O:5][C:6]([N:8]1[CH2:13][CH2:12][N:11]([C:14]2[C:15]3[N:16]([CH:25]=[C:26](C(O)=O)[N:27]=3)[C:17]([C:20]3[S:21][CH:22]=[CH:23][CH:24]=3)=[CH:18][N:19]=2)[CH2:10][CH2:9]1)=[O:7])([CH3:4])([CH3:3])[CH3:2].C1(P(N=[N+]=[N-])(C2C=CC=CC=2)=[O:38])C=CC=CC=1.C([N:50]([CH2:53]C)CC)C.[C:55]([OH:59])([CH3:58])([CH3:57])[CH3:56], predict the reaction product. The product is: [C:55]([O:59][C:53]([NH:50][C:26]1[N:27]=[C:15]2[C:14]([N:11]3[CH2:12][CH2:13][N:8]([C:6]([O:5][C:1]([CH3:3])([CH3:2])[CH3:4])=[O:7])[CH2:9][CH2:10]3)=[N:19][CH:18]=[C:17]([C:20]3[S:21][CH:22]=[CH:23][CH:24]=3)[N:16]2[CH:25]=1)=[O:38])([CH3:58])([CH3:57])[CH3:56]. (2) Given the reactants [CH:1]1[CH:2]=[CH:3][C:4]([C@@H:7]([N:15]2[CH2:20][CH2:19][N:18]([CH2:21][CH2:22][O:23][CH2:24][C:25]([OH:27])=[O:26])[CH2:17][CH2:16]2)[C:8]2[CH:9]=[CH:10][C:11]([Cl:14])=[CH:12][CH:13]=2)=[CH:5][CH:6]=1.[ClH:28], predict the reaction product. The product is: [CH:1]1[CH:2]=[CH:3][C:4]([CH:7]([N:15]2[CH2:20][CH2:19][N:18]([CH2:21][CH2:22][O:23][CH2:24][C:25]([OH:27])=[O:26])[CH2:17][CH2:16]2)[C:8]2[CH:9]=[CH:10][C:11]([Cl:14])=[CH:12][CH:13]=2)=[CH:5][CH:6]=1.[ClH:28].[ClH:14]. (3) Given the reactants [Br:1][C:2]1[CH:15]=[C:14]2[C:5]([O:6][C:7]3[C:8]([F:35])=[CH:9][C:10]([O:33][CH3:34])=[CH:11][C:12]=3[C:13]32[CH2:20][CH2:19][O:18][C:17]([NH:21]C(=O)C2C=CC([N+]([O-])=O)=CC=2)=[N:16]3)=[CH:4][CH:3]=1.[OH-].[Na+], predict the reaction product. The product is: [Br:1][C:2]1[CH:15]=[C:14]2[C:5]([O:6][C:7]3[C:8]([F:35])=[CH:9][C:10]([O:33][CH3:34])=[CH:11][C:12]=3[C:13]32[CH2:20][CH2:19][O:18][C:17]([NH2:21])=[N:16]3)=[CH:4][CH:3]=1. (4) Given the reactants [C:1]1([OH:7])[CH:6]=[CH:5][CH:4]=[CH:3][CH:2]=1.BrC[CH2:10][CH2:11][CH2:12][C:13]([O:15]CC)=O.C(=O)([O-])[O-].[Cs+].[Cs+].Cl.O.[NH2:26][NH2:27], predict the reaction product. The product is: [O:7]([CH2:10][CH2:11][CH2:12][C:13]([NH:26][NH2:27])=[O:15])[C:1]1[CH:6]=[CH:5][CH:4]=[CH:3][CH:2]=1. (5) The product is: [CH3:1][C:2]([CH3:29])([CH:7]([C:23]1[CH:28]=[CH:27][CH:26]=[CH:25][CH:24]=1)[C:8]1[CH:16]=[C:15]2[C:11]([C:12]([C:17]3[CH:18]=[CH:19][CH:20]=[CH:21][CH:22]=3)=[N:13][NH:14]2)=[CH:10][CH:9]=1)[C:3]([OH:5])=[O:4]. Given the reactants [CH3:1][C:2]([CH3:29])([CH:7]([C:23]1[CH:28]=[CH:27][CH:26]=[CH:25][CH:24]=1)[C:8]1[CH:16]=[C:15]2[C:11]([C:12]([C:17]3[CH:22]=[CH:21][CH:20]=[CH:19][CH:18]=3)=[N:13][NH:14]2)=[CH:10][CH:9]=1)[C:3]([O:5]C)=[O:4].O.[OH-].[Li+].O, predict the reaction product. (6) The product is: [CH2:33]([O:35][C:36]1[C:45]([O:46][CH3:47])=[CH:44][C:43]2[C:42]([C:48]3[CH:49]=[CH:50][C:51]([C:52]([N:29]4[CH2:30][CH2:31][CH:26]([N:12]5[C:13](=[O:25])[C:14]6[S:18][C:17]([C:19]7[CH:24]=[CH:23][CH:22]=[CH:21][CH:20]=7)=[CH:16][C:15]=6[N:10]([CH2:9][N:7]6[N:6]=[N:5][C:4]([CH2:2][CH3:3])=[N:8]6)[C:11]5=[O:32])[CH2:27][CH2:28]4)=[O:53])=[CH:55][CH:56]=3)=[N:41][C@@H:40]3[CH2:57][CH2:58][S:59][CH2:60][C@@H:39]3[C:38]=2[CH:37]=1)[CH3:34]. Given the reactants Cl.[CH2:2]([C:4]1[N:5]=[N:6][N:7]([CH2:9][N:10]2[C:15]3[CH:16]=[C:17]([C:19]4[CH:24]=[CH:23][CH:22]=[CH:21][CH:20]=4)[S:18][C:14]=3[C:13](=[O:25])[N:12]([CH:26]3[CH2:31][CH2:30][NH:29][CH2:28][CH2:27]3)[C:11]2=[O:32])[N:8]=1)[CH3:3].[CH2:33]([O:35][C:36]1[C:45]([O:46][CH3:47])=[CH:44][C:43]2[C:42]([C:48]3[CH:56]=[CH:55][C:51]([C:52](O)=[O:53])=[CH:50][CH:49]=3)=[N:41][C@@H:40]3[CH2:57][CH2:58][S:59][CH2:60][C@@H:39]3[C:38]=2[CH:37]=1)[CH3:34].CCOC(C(C#N)=NOC(N1CCOCC1)=[N+](C)C)=O.F[P-](F)(F)(F)(F)F.CCN(C(C)C)C(C)C.C(=O)(O)[O-].[Na+], predict the reaction product.